Predict which catalyst facilitates the given reaction. From a dataset of Catalyst prediction with 721,799 reactions and 888 catalyst types from USPTO. (1) Reactant: [O:1]=[C:2]1[C:11]2[CH:10]=[CH:9][CH:8]=[C:7]3[NH:12][CH:13]([C:21]4[CH:28]=[CH:27][C:24]([CH:25]=O)=[CH:23][CH:22]=4)[CH:14]([C:15]4[CH:20]=[CH:19][CH:18]=[CH:17][CH:16]=4)[C:5]([C:6]=23)=[N:4][NH:3]1.C(O)(=O)C.[N:33]1(C(OC(C)(C)C)=O)[CH2:38][CH2:37][NH:36][CH2:35][CH2:34]1. Product: [C:15]1([CH:14]2[C:5]3=[N:4][NH:3][C:2](=[O:1])[C:11]4[CH:10]=[CH:9][CH:8]=[C:7]([C:6]=43)[NH:12][CH:13]2[C:21]2[CH:22]=[CH:23][C:24]([CH2:25][N:33]3[CH2:38][CH2:37][NH:36][CH2:35][CH2:34]3)=[CH:27][CH:28]=2)[CH:20]=[CH:19][CH:18]=[CH:17][CH:16]=1. The catalyst class is: 4. (2) Reactant: [NH2:1][C:2]1[C:10]([Cl:11])=[C:9]([CH:12]=[O:13])[C:8]([C:14]([F:17])([F:16])[F:15])=[CH:7][C:3]=1[C:4]([OH:6])=O.C1C=CC2N(O)N=NC=2C=1.Cl.[Cl:29][C:30]1[CH:31]=[CH:32][C:33]([S:38]([CH2:41][CH3:42])(=[O:40])=[O:39])=[C:34]([CH2:36][NH2:37])[CH:35]=1.CCN(C(C)C)C(C)C.Cl.[OH-].[Na+]. Product: [NH2:1][C:2]1[C:10]([Cl:11])=[C:9]([CH:12]=[O:13])[C:8]([C:14]([F:17])([F:16])[F:15])=[CH:7][C:3]=1[C:4]([NH:37][CH2:36][C:34]1[CH:35]=[C:30]([Cl:29])[CH:31]=[CH:32][C:33]=1[S:38]([CH2:41][CH3:42])(=[O:40])=[O:39])=[O:6]. The catalyst class is: 2. (3) Product: [NH2:11][C@@H:12]([CH:28]([CH3:30])[CH3:29])[C:13]([N:15]1[CH2:20][CH2:19][N:18]([C:21]([O:23][C:24]([CH3:26])([CH3:25])[CH3:27])=[O:22])[CH2:17][CH2:16]1)=[O:14]. Reactant: C(OC([NH:11][C@@H:12]([CH:28]([CH3:30])[CH3:29])[C:13]([N:15]1[CH2:20][CH2:19][N:18]([C:21]([O:23][C:24]([CH3:27])([CH3:26])[CH3:25])=[O:22])[CH2:17][CH2:16]1)=[O:14])=O)C1C=CC=CC=1. The catalyst class is: 19. (4) Reactant: C(OC([N:8]([C:53]1[N:54]=[CH:55][S:56][CH:57]=1)[S:9]([C:12]1[C:50]([F:51])=[CH:49][C:15]([O:16][C:17]2[C:18]([C:30]3[CH:35]=[CH:34][N:33]=[C:32]([N:36]4[CH2:41][CH2:40][N:39](C(OC(C)(C)C)=O)[CH2:38][CH2:37]4)[N:31]=3)=[CH:19][C:20]([C:23]3[CH:28]=[CH:27][CH:26]=[C:25]([F:29])[CH:24]=3)=[N:21][CH:22]=2)=[C:14]([Cl:52])[CH:13]=1)(=[O:11])=[O:10])=O)(C)(C)C. Product: [Cl:52][C:14]1[C:15]([O:16][C:17]2[CH:22]=[N:21][C:20]([C:23]3[CH:28]=[CH:27][CH:26]=[C:25]([F:29])[CH:24]=3)=[CH:19][C:18]=2[C:30]2[CH:35]=[CH:34][N:33]=[C:32]([N:36]3[CH2:37][CH2:38][NH:39][CH2:40][CH2:41]3)[N:31]=2)=[CH:49][C:50]([F:51])=[C:12]([S:9]([NH:8][C:53]2[N:54]=[CH:55][S:56][CH:57]=2)(=[O:11])=[O:10])[CH:13]=1. The catalyst class is: 55. (5) Reactant: [NH:1]1[CH2:6][CH2:5][CH2:4][CH2:3][CH2:2]1.[CH2:7](Br)[C:8]#[CH:9]. Product: [CH2:9]([N:1]1[CH2:6][CH2:5][CH2:4][CH2:3][CH2:2]1)[C:8]#[CH:7]. The catalyst class is: 27.